From a dataset of Forward reaction prediction with 1.9M reactions from USPTO patents (1976-2016). Predict the product of the given reaction. (1) Given the reactants C([O:3][C:4](=[O:12])[C:5]1[CH:10]=[CH:9][C:8](I)=[CH:7][CH:6]=1)C.[Cl:13][C:14]1[C:22]([Cl:23])=[C:21]2[C:17]([CH2:18][C:19]([CH3:26])([CH3:25])[C:20]2=[O:24])=[CH:16][C:15]=1[OH:27], predict the reaction product. The product is: [Cl:13][C:14]1[C:22]([Cl:23])=[C:21]2[C:17]([CH2:18][C:19]([CH3:25])([CH3:26])[C:20]2=[O:24])=[CH:16][C:15]=1[O:27][CH2:4][C:5]1[CH:6]=[C:7]([C:8]2[CH:7]=[CH:6][C:5]([C:4]([OH:3])=[O:12])=[CH:10][CH:9]=2)[CH:8]=[CH:9][CH:10]=1. (2) Given the reactants [C:1]([O:5][C:6]([NH:8][CH2:9][CH2:10][C@H:11]([NH:15][C:16]([O:18][CH2:19][CH:20]1[C:32]2[CH:31]=[CH:30][CH:29]=[CH:28][C:27]=2[C:26]2[C:21]1=[CH:22][CH:23]=[CH:24][CH:25]=2)=[O:17])[C:12](O)=[O:13])=[O:7])([CH3:4])([CH3:3])[CH3:2].ClC(OCC(C)C)=O.CN1CCOCC1.[BH4-].[Na+], predict the reaction product. The product is: [C:1]([O:5][C:6](=[O:7])[NH:8][CH2:9][CH2:10][C@H:11]([NH:15][C:16]([O:18][CH2:19][CH:20]1[C:21]2[CH:22]=[CH:23][CH:24]=[CH:25][C:26]=2[C:27]2[C:32]1=[CH:31][CH:30]=[CH:29][CH:28]=2)=[O:17])[CH2:12][OH:13])([CH3:4])([CH3:2])[CH3:3]. (3) Given the reactants [C:1]([CH2:3][C:4]([OH:6])=O)#[N:2].CN(C(ON1N=NC2C=CC=NC1=2)=[N+](C)C)C.F[P-](F)(F)(F)(F)F.Cl.[NH2:32][C:33]1[N:41]=[CH:40][N:39]=[C:38]2[C:34]=1[N:35]([C:49]1[CH:54]=[CH:53][C:52]([O:55][C:56]3[CH:61]=[CH:60][CH:59]=[CH:58][CH:57]=3)=[CH:51][CH:50]=1)[C:36](=[O:48])[N:37]2[CH2:42][CH:43]1[CH2:47][CH2:46][CH2:45][NH:44]1.CCN(C(C)C)C(C)C, predict the reaction product. The product is: [NH2:32][C:33]1[N:41]=[CH:40][N:39]=[C:38]2[C:34]=1[N:35]([C:49]1[CH:54]=[CH:53][C:52]([O:55][C:56]3[CH:61]=[CH:60][CH:59]=[CH:58][CH:57]=3)=[CH:51][CH:50]=1)[C:36](=[O:48])[N:37]2[CH2:42][C@@H:43]1[CH2:47][CH2:46][CH2:45][N:44]1[C:4](=[O:6])[CH2:3][C:1]#[N:2].